This data is from Peptide-MHC class II binding affinity with 134,281 pairs from IEDB. The task is: Regression. Given a peptide amino acid sequence and an MHC pseudo amino acid sequence, predict their binding affinity value. This is MHC class II binding data. (1) The peptide sequence is RGIEYIQHNGVVQES. The MHC is HLA-DPA10103-DPB10301 with pseudo-sequence HLA-DPA10103-DPB10301. The binding affinity (normalized) is 0.226. (2) The peptide sequence is SGTVDFDEFMEMMTG. The MHC is HLA-DQA10501-DQB10201 with pseudo-sequence HLA-DQA10501-DQB10201. The binding affinity (normalized) is 0.376. (3) The MHC is DRB1_0301 with pseudo-sequence DRB1_0301. The peptide sequence is TIPQSLDSWWTSLNF. The binding affinity (normalized) is 0. (4) The peptide sequence is VLTIKAPNVISSKIS. The MHC is H-2-IAb with pseudo-sequence H-2-IAb. The binding affinity (normalized) is 0.516. (5) The peptide sequence is AFKVAATAANACPAN. The MHC is DRB1_0701 with pseudo-sequence DRB1_0701. The binding affinity (normalized) is 0.737. (6) The peptide sequence is GSPGAGKSVATNLIGRSLAE. The MHC is HLA-DQA10501-DQB10201 with pseudo-sequence HLA-DQA10501-DQB10201. The binding affinity (normalized) is 0. (7) The peptide sequence is PWMQVPLEVKREACP. The MHC is HLA-DQA10201-DQB10402 with pseudo-sequence HLA-DQA10201-DQB10402. The binding affinity (normalized) is 0.317. (8) The peptide sequence is ANATVYMIDSVLMPP. The binding affinity (normalized) is 0.434. The MHC is DRB1_1101 with pseudo-sequence DRB1_1101. (9) The peptide sequence is EKKYFAASQFEPLAA. The MHC is HLA-DPA10103-DPB10401 with pseudo-sequence HLA-DPA10103-DPB10401. The binding affinity (normalized) is 1.00. (10) The peptide sequence is LNFTGPCKGDSVTIK. The MHC is HLA-DPA10103-DPB10301 with pseudo-sequence HLA-DPA10103-DPB10301. The binding affinity (normalized) is 0.